Task: Regression. Given a peptide amino acid sequence and an MHC pseudo amino acid sequence, predict their binding affinity value. This is MHC class I binding data.. Dataset: Peptide-MHC class I binding affinity with 185,985 pairs from IEDB/IMGT (1) The peptide sequence is RPLMESELVI. The MHC is HLA-B15:01 with pseudo-sequence HLA-B15:01. The binding affinity (normalized) is 0.511. (2) The peptide sequence is GVIHTNHSDI. The MHC is HLA-A02:01 with pseudo-sequence HLA-A02:01. The binding affinity (normalized) is 0.0972.